Dataset: Forward reaction prediction with 1.9M reactions from USPTO patents (1976-2016). Task: Predict the product of the given reaction. (1) Given the reactants [NH2:1][C:2]1[N:3]=[CH:4][CH:5]=[C:6]2[CH:10]=[C:9]([C:11]([O:13][CH3:14])=[O:12])[NH:8][C:7]=12.[S:15]1[CH:19]=[CH:18][CH:17]=[C:16]1[S:20](Cl)(=[O:22])=[O:21].CN(C)C(=O)C, predict the reaction product. The product is: [S:15]1[CH:19]=[CH:18][CH:17]=[C:16]1[S:20]([NH:1][C:2]1[N:3]=[CH:4][CH:5]=[C:6]2[CH:10]=[C:9]([C:11]([O:13][CH3:14])=[O:12])[NH:8][C:7]=12)(=[O:22])=[O:21]. (2) Given the reactants F[C:2]1[C:3]([CH3:22])=[N:4][C:5]2[C:10]([N:11]=1)=[C:9]([C:12]1[NH:20][C:19]3[CH2:18][CH2:17][NH:16][C:15](=[O:21])[C:14]=3[CH:13]=1)[CH:8]=[CH:7][CH:6]=2.[CH3:23][C:24]([NH2:28])([CH2:26][CH3:27])[CH3:25].CO.C(Cl)Cl, predict the reaction product. The product is: [CH3:22][C:3]1[C:2]([NH:28][C:24]([CH2:26][CH3:27])([CH3:25])[CH3:23])=[N:11][C:10]2[C:5](=[CH:6][CH:7]=[CH:8][C:9]=2[C:12]2[NH:20][C:19]3[CH2:18][CH2:17][NH:16][C:15](=[O:21])[C:14]=3[CH:13]=2)[N:4]=1. (3) Given the reactants [F:1][C:2]1[CH:11]=[CH:10][C:9]([O:12][CH2:13][CH2:14][CH3:15])=[C:8]2[C:3]=1[C:4](=[O:17])[C:5](I)=[CH:6][NH:7]2.[N:18]1[CH:23]=[CH:22][CH:21]=[C:20](B(O)O)[CH:19]=1.C(=O)([O-])[O-].[Na+].[Na+].O, predict the reaction product. The product is: [F:1][C:2]1[CH:11]=[CH:10][C:9]([O:12][CH2:13][CH2:14][CH3:15])=[C:8]2[C:3]=1[C:4](=[O:17])[C:5]([C:20]1[CH:19]=[N:18][CH:23]=[CH:22][CH:21]=1)=[CH:6][NH:7]2. (4) Given the reactants [Cl-].O[NH3+:3].[C:4](=[O:7])([O-])[OH:5].[Na+].CS(C)=O.[Si]([O:20][CH2:21][C:22]([CH3:54])([CH3:53])[CH2:23][N:24]1[C:29](=[O:30])[C:28]([CH2:31][C:32]2[CH:37]=[CH:36][C:35]([C:38]3[C:39]([C:44]#[N:45])=[CH:40][CH:41]=[CH:42][CH:43]=3)=[CH:34][CH:33]=2)=[C:27]([CH2:46][CH2:47][CH3:48])[N:26]2[N:49]=[C:50]([CH3:52])[N:51]=[C:25]12)(C(C)(C)C)(C)C, predict the reaction product. The product is: [OH:20][CH2:21][C:22]([CH3:53])([CH3:54])[CH2:23][N:24]1[C:29](=[O:30])[C:28]([CH2:31][C:32]2[CH:33]=[CH:34][C:35]([C:38]3[CH:43]=[CH:42][CH:41]=[CH:40][C:39]=3[C:44]3[NH:45][C:4](=[O:7])[O:5][N:3]=3)=[CH:36][CH:37]=2)=[C:27]([CH2:46][CH2:47][CH3:48])[N:26]2[N:49]=[C:50]([CH3:52])[N:51]=[C:25]12. (5) The product is: [Cl:10][C:7]1[CH:8]=[CH:9][C:2]([NH:1][C:12](=[O:13])[O:14][CH3:15])=[C:3]([C:4]#[N:5])[CH:6]=1. Given the reactants [NH2:1][C:2]1[CH:9]=[CH:8][C:7]([Cl:10])=[CH:6][C:3]=1[C:4]#[N:5].Cl[C:12]([O:14][CH3:15])=[O:13].C([O-])(O)=O.[Na+], predict the reaction product. (6) The product is: [CH3:14][C:11]1[CH:10]=[CH:9][C:8]([C:6]2[CH:7]=[C:2]([O:1][CH2:43][CH:39]3[CH2:40][CH2:41][CH2:42][O:38]3)[CH:3]=[C:4]([C:15]([O:17][CH3:18])=[O:16])[CH:5]=2)=[CH:13][CH:12]=1. Given the reactants [OH:1][C:2]1[CH:3]=[C:4]([C:15]([O:17][CH3:18])=[O:16])[CH:5]=[C:6]([C:8]2[CH:13]=[CH:12][C:11]([CH3:14])=[CH:10][CH:9]=2)[CH:7]=1.C1(P(C2C=CC=CC=2)C2C=CC=CC=2)C=CC=CC=1.[O:38]1[CH2:42][CH2:41][CH2:40][CH:39]1[CH2:43]O.N(C(OC(C)C)=O)=NC(OC(C)C)=O, predict the reaction product. (7) Given the reactants [CH2:1]([N:3]([CH2:20][CH3:21])[CH2:4][CH2:5][NH:6][C:7]([C:9]1[CH:18]=CC2C(=CC=C(I)C=2)C=1)=[O:8])[CH3:2].[I:22][C:23]1[CH:24]=[CH:25][C:26]2[N:27](C=C(C(OCC)=O)[N:31]=2)[CH:28]=1.ClCCl.C(O)C.IC1C2C=C(C(OC)=O)SC=2C=CC=1, predict the reaction product. The product is: [CH2:20]([N:3]([CH2:1][CH3:2])[CH2:4][CH2:5][NH:6][C:7]([C:9]1[N:31]=[C:26]2[CH:25]=[CH:24][C:23]([I:22])=[CH:28][N:27]2[CH:18]=1)=[O:8])[CH3:21].